Predict the reactants needed to synthesize the given product. From a dataset of Full USPTO retrosynthesis dataset with 1.9M reactions from patents (1976-2016). Given the product [Br:39][CH2:15][C:14]([C:4]1[C:5]([O:12][CH3:13])=[CH:6][C:7]([CH2:9][O:10][CH3:11])=[CH:8][C:3]=1[O:2][CH3:1])=[O:16], predict the reactants needed to synthesize it. The reactants are: [CH3:1][O:2][C:3]1[CH:8]=[C:7]([CH2:9][O:10][CH3:11])[CH:6]=[C:5]([O:12][CH3:13])[C:4]=1[C:14](=[O:16])[CH3:15].C(N(CC)CC)C.FC(F)(F)S(O[Si](C(C)(C)C)(C)C)(=O)=O.[Br:39]N1C(=O)CCC1=O.C(=O)([O-])O.[Na+].[F-].C([N+](CCCC)(CCCC)CCCC)CCC.[Cl-].[NH4+].